Task: Predict the reaction yield, written as a fraction of the theoretical maximum amount of product (1.0 means a 100% yield; for example, 0.34 means a 34% yield).. Dataset: Reaction yield outcomes from USPTO patents with 853,638 reactions (1) The reactants are [O:1]=[C:2]1[NH:7][C:6]2[CH:8]=[C:9]([CH2:12][N:13]3[CH2:18][CH2:17][N:16]([C:19]4[CH:27]=[CH:26][C:22]([C:23]([OH:25])=O)=[CH:21][CH:20]=4)[CH2:15][CH2:14]3)[CH:10]=[N:11][C:5]=2[N:4]2[CH2:28][CH2:29][CH2:30][C@@H:3]12.[CH:31]1([NH2:34])[CH2:33][CH2:32]1.CCN(C(C)C)C(C)C.CN(C(ON1N=NC2C=CC=NC1=2)=[N+](C)C)C.F[P-](F)(F)(F)(F)F. The catalyst is CN(C=O)C. The product is [CH:31]1([NH:34][C:23](=[O:25])[C:22]2[CH:26]=[CH:27][C:19]([N:16]3[CH2:17][CH2:18][N:13]([CH2:12][C:9]4[CH:10]=[N:11][C:5]5[N:4]6[CH2:28][CH2:29][CH2:30][C@H:3]6[C:2](=[O:1])[NH:7][C:6]=5[CH:8]=4)[CH2:14][CH2:15]3)=[CH:20][CH:21]=2)[CH2:33][CH2:32]1. The yield is 0.451. (2) The reactants are [F:1][C:2]1[CH:3]=[C:4]([C:38]2[C:39]([C:44]#[N:45])=[CH:40][CH:41]=[CH:42][CH:43]=2)[CH:5]=[CH:6][C:7]=1[CH2:8][C:9]1[C:10](=[O:37])[N:11]([CH:21]2[CH2:26][CH2:25][CH:24]([O:27][CH:28]([C:30]3([CH:34]([OH:36])[CH3:35])[CH2:33][CH2:32][CH2:31]3)[CH3:29])[CH2:23][CH2:22]2)[C:12]2[N:13]([N:18]=[CH:19][N:20]=2)[C:14]=1[CH2:15][CH2:16][CH3:17].CC(OI1(OC(C)=O)(OC(C)=O)OC(=O)C2C=CC=CC1=2)=O.C(=O)([O-])O.[Na+].S([O-])([O-])(=O)=S.[Na+].[Na+]. The catalyst is C(#N)C. The product is [C:34]([C:30]1([CH:28]([O:27][CH:24]2[CH2:25][CH2:26][CH:21]([N:11]3[C:10](=[O:37])[C:9]([CH2:8][C:7]4[CH:6]=[CH:5][C:4]([C:38]5[C:39]([C:44]#[N:45])=[CH:40][CH:41]=[CH:42][CH:43]=5)=[CH:3][C:2]=4[F:1])=[C:14]([CH2:15][CH2:16][CH3:17])[N:13]4[N:18]=[CH:19][N:20]=[C:12]34)[CH2:22][CH2:23]2)[CH3:29])[CH2:33][CH2:32][CH2:31]1)(=[O:36])[CH3:35]. The yield is 0.880. (3) The yield is 0.900. The reactants are [CH2:1]([C:12]1[N:13]=[C:14]([C:17]2[CH:24]=[CH:23][C:20]([CH:21]=O)=[CH:19][CH:18]=2)[S:15][CH:16]=1)[CH2:2][CH2:3][CH2:4][CH2:5][CH2:6][CH2:7][CH2:8][CH2:9][CH2:10][CH3:11].[F:25][C:26]([F:36])([F:35])[C:27]1[CH:34]=[CH:33][C:30]([CH2:31][NH2:32])=[CH:29][CH:28]=1. The product is [F:25][C:26]([F:35])([F:36])[C:27]1[CH:34]=[CH:33][C:30]([CH2:31][NH:32][CH2:21][C:20]2[CH:23]=[CH:24][C:17]([C:14]3[S:15][CH:16]=[C:12]([CH2:1][CH2:2][CH2:3][CH2:4][CH2:5][CH2:6][CH2:7][CH2:8][CH2:9][CH2:10][CH3:11])[N:13]=3)=[CH:18][CH:19]=2)=[CH:29][CH:28]=1. No catalyst specified. (4) No catalyst specified. The reactants are [C:1]([O:4][CH2:5][CH3:6])(=[O:3])[CH3:2].[Na].C(O[CH:11]=[C:12]([C:15]#[N:16])[C:13]#[N:14])C.[CH2:17]([OH:19])[CH3:18]. The yield is 0.290. The product is [CH2:5]([O:4][C:1](=[O:3])[C:2]1[CH:11]=[C:12]([C:13]#[N:14])[C:15]([NH2:16])=[CH:18][C:17]=1[OH:19])[CH3:6]. (5) The reactants are [C:18]1(P([C:14]2[CH:19]=[CH:18][CH:17]=[CH:16]C=2)[C:18]2[CH:19]=[CH:14]C=[CH:16][CH:17]=2)[CH:19]=[CH:14]C=[CH:16][CH:17]=1.C(Br)(Br)(Br)[Br:21].[N:25]1C=CC(C(O)C)=[CH:27][CH:26]=1.C(=O)([O-])O.[Na+]. The catalyst is C(Cl)Cl. The product is [Br:21][CH:26]([N:25]1[CH:16]=[CH:17][CH:18]=[CH:19][CH2:14]1)[CH3:27]. The yield is 0.720.